Dataset: Catalyst prediction with 721,799 reactions and 888 catalyst types from USPTO. Task: Predict which catalyst facilitates the given reaction. (1) Reactant: [H-].[Na+].[N:3]1[C:12]2[C:7](=[CH:8][CH:9]=[CH:10][C:11]=2[OH:13])[CH:6]=[CH:5][CH:4]=1.Br[CH:15]([CH3:21])[C:16]([O:18][CH2:19][CH3:20])=[O:17]. Product: [N:3]1[C:12]2[C:7](=[CH:8][CH:9]=[CH:10][C:11]=2[O:13][CH:15]([CH3:21])[C:16]([O:18][CH2:19][CH3:20])=[O:17])[CH:6]=[CH:5][CH:4]=1. The catalyst class is: 18. (2) Reactant: C([O-])(=O)C.[K+].[Cl:6][C:7]1[CH:12]=[C:11](Cl)[N:10]=[C:9]2[N:14]([CH3:17])[N:15]=[CH:16][C:8]=12.[C:18]([C:20]1[C:21]([F:29])=[C:22](B(O)O)[CH:23]=[CH:24][CH:25]=1)#[N:19]. Product: [Cl:6][C:7]1[CH:12]=[C:11]([C:22]2[C:21]([F:29])=[C:20]([CH:25]=[CH:24][CH:23]=2)[C:18]#[N:19])[N:10]=[C:9]2[N:14]([CH3:17])[N:15]=[CH:16][C:8]=12. The catalyst class is: 618. (3) Reactant: C([O:3][C:4]([C:6]1[CH:15]=[C:14]([O:16]C(=O)C)[C:13]2[C:8](=[CH:9][CH:10]=[CH:11][CH:12]=2)[CH:7]=1)=[O:5])C.[OH-].[Na+].Cl. Product: [OH:16][C:14]1[C:13]2[C:8](=[CH:9][CH:10]=[CH:11][CH:12]=2)[CH:7]=[C:6]([C:4]([OH:5])=[O:3])[CH:15]=1. The catalyst class is: 40. (4) Reactant: [O:1]1[C:5]2([CH2:10][CH2:9][CH:8]([C:11]#[N:12])[CH2:7][CH2:6]2)[O:4][CH2:3][CH2:2]1.[CH3:13][Si]([N-][Si](C)(C)C)(C)C.[Li+].IC.Cl.[OH-].[Na+]. Product: [CH3:13][C:8]1([C:11]#[N:12])[CH2:9][CH2:10][C:5]2([O:4][CH2:3][CH2:2][O:1]2)[CH2:6][CH2:7]1. The catalyst class is: 1. (5) Reactant: C[Mg]Br.[F:4][C:5]1[CH:10]=[CH:9][CH:8]=[C:7]([C:11]([F:14])([F:13])[F:12])[C:6]=1[NH:15][C:16]1C=CC(C#N)=[N:20][CH:21]=1.Cl.[C:25]1(C)C=CC=CC=1.[CH2:32]1[CH2:36][O:35][CH2:34][CH2:33]1. Product: [F:4][C:5]1[CH:10]=[CH:9][CH:8]=[C:7]([C:11]([F:14])([F:13])[F:12])[C:6]=1[NH:15][C:16]1[CH:34]=[CH:33][C:32]([C:36](=[O:35])[CH3:25])=[N:20][CH:21]=1. The catalyst class is: 27. (6) Reactant: Br[CH2:2][CH2:3][CH2:4][CH2:5][CH2:6][CH2:7][CH2:8][CH2:9][CH2:10][CH2:11][C:12]([O:14][CH3:15])=[O:13].[I:16][C:17]1[CH:22]=[CH:21][C:20]([OH:23])=[CH:19][CH:18]=1.C(=O)([O-])[O-].[K+].[K+]. Product: [I:16][C:17]1[CH:22]=[CH:21][C:20]([O:23][CH2:2][CH2:3][CH2:4][CH2:5][CH2:6][CH2:7][CH2:8][CH2:9][CH2:10][CH2:11][C:12]([O:14][CH3:15])=[O:13])=[CH:19][CH:18]=1. The catalyst class is: 21. (7) Reactant: [OH-].[Na+].[F:3][C:4]1[CH:37]=[CH:36][C:7]([NH:8][C:9]([N:11]([CH3:35])[C:12]2[CH:34]=[CH:33][C:15]([O:16][C:17]3[C:26]4[C:21](=[CH:22][C:23]([O:31][CH3:32])=[C:24]([C:27]([O:29]C)=[O:28])[CH:25]=4)[N:20]=[CH:19][CH:18]=3)=[CH:14][CH:13]=2)=[O:10])=[CH:6][CH:5]=1.Cl. Product: [F:3][C:4]1[CH:5]=[CH:6][C:7]([NH:8][C:9]([N:11]([CH3:35])[C:12]2[CH:34]=[CH:33][C:15]([O:16][C:17]3[C:26]4[C:21](=[CH:22][C:23]([O:31][CH3:32])=[C:24]([C:27]([OH:29])=[O:28])[CH:25]=4)[N:20]=[CH:19][CH:18]=3)=[CH:14][CH:13]=2)=[O:10])=[CH:36][CH:37]=1. The catalyst class is: 5.